This data is from Forward reaction prediction with 1.9M reactions from USPTO patents (1976-2016). The task is: Predict the product of the given reaction. (1) Given the reactants S(Cl)(Cl)=O.[OH:5][C:6]1[C:14]([CH3:15])=[CH:13][CH:12]=[CH:11][C:7]=1[C:8]([OH:10])=O.OC1C=CC=CC=1C=O.[CH3:25][O:26][C:27]1[CH:32]=[CH:31][CH:30]=[C:29]([NH2:33])[N:28]=1.[OH-].[Na+], predict the reaction product. The product is: [OH:5][C:6]1[C:14]([CH3:15])=[CH:13][CH:12]=[CH:11][C:7]=1[C:8]([NH:33][C:29]1[CH:30]=[CH:31][CH:32]=[C:27]([O:26][CH3:25])[N:28]=1)=[O:10]. (2) Given the reactants [CH3:1][O:2][C@@H:3]([CH2:8][C:9]1[CH:14]=[CH:13][C:12]([O:15]C(C)(C)C)=[CH:11][CH:10]=1)[C:4]([O:6]C)=[O:5].Cl, predict the reaction product. The product is: [CH3:1][O:2][C@@H:3]([CH2:8][C:9]1[CH:10]=[CH:11][C:12]([OH:15])=[CH:13][CH:14]=1)[C:4]([OH:6])=[O:5]. (3) Given the reactants [CH:1]([C:3]1[C:11]2[C:6](=[CH:7][C:8]([C:12]#[N:13])=[CH:9][CH:10]=2)[NH:5][N:4]=1)=O.[C:18]([OH:20])(=[O:19])[CH:17]([CH2:17][C:18]([OH:20])=[O:19])O, predict the reaction product. The product is: [C:12]([C:8]1[CH:7]=[C:6]2[C:11]([C:3](/[CH:1]=[CH:17]/[C:18]([OH:20])=[O:19])=[N:4][NH:5]2)=[CH:10][CH:9]=1)#[N:13]. (4) Given the reactants [C:1]([O:14][C@H:15]([CH2:60][O:61][C:62](=[O:74])[CH2:63][CH2:64][CH2:65][CH2:66][CH2:67][CH2:68][CH2:69][CH2:70][CH2:71][CH2:72][CH3:73])[CH2:16][S:17][CH2:18][C@H:19]([NH:42][C:43](=[O:59])[CH2:44][CH2:45][CH2:46][CH2:47][CH2:48][CH2:49][CH2:50][CH2:51][CH2:52][CH2:53][CH2:54][CH2:55][CH2:56][CH2:57][CH3:58])[C:20](=[O:41])[NH:21][CH2:22][CH2:23][O:24][CH2:25][CH2:26][O:27][CH2:28][CH2:29][O:30][CH2:31][CH2:32][P:33]([O:38]CC)([O:35]CC)=[O:34])(=[O:13])[CH2:2][CH2:3][CH2:4][CH2:5][CH2:6][CH2:7][CH2:8][CH2:9][CH2:10][CH2:11][CH3:12].C[Si](Br)(C)C, predict the reaction product. The product is: [C:1]([O:14][C@H:15]([CH2:60][O:61][C:62](=[O:74])[CH2:63][CH2:64][CH2:65][CH2:66][CH2:67][CH2:68][CH2:69][CH2:70][CH2:71][CH2:72][CH3:73])[CH2:16][S:17][CH2:18][C@H:19]([NH:42][C:43](=[O:59])[CH2:44][CH2:45][CH2:46][CH2:47][CH2:48][CH2:49][CH2:50][CH2:51][CH2:52][CH2:53][CH2:54][CH2:55][CH2:56][CH2:57][CH3:58])[C:20](=[O:41])[NH:21][CH2:22][CH2:23][O:24][CH2:25][CH2:26][O:27][CH2:28][CH2:29][O:30][CH2:31][CH2:32][P:33](=[O:34])([OH:35])[OH:38])(=[O:13])[CH2:2][CH2:3][CH2:4][CH2:5][CH2:6][CH2:7][CH2:8][CH2:9][CH2:10][CH2:11][CH3:12]. (5) Given the reactants Br[C:2]1[CH:7]=[CH:6][C:5]([C:8]2([N:11]3[CH2:16][CH2:15][C:14]([CH2:23][C:24]([CH3:26])=[CH2:25])([C:17]4[CH:22]=[CH:21][CH:20]=[CH:19][CH:18]=4)[O:13][C:12]3=[O:27])[CH2:10][CH2:9]2)=[CH:4][CH:3]=1.[CH3:28][O:29][C:30]1[CH:35]=[C:34](B2OC(C)(C)C(C)(C)O2)[CH:33]=[CH:32][N:31]=1.C([O-])([O-])=O.[Na+].[Na+], predict the reaction product. The product is: [CH3:28][O:29][C:30]1[CH:35]=[C:34]([C:2]2[CH:7]=[CH:6][C:5]([C:8]3([N:11]4[CH2:16][CH2:15][C:14]([CH2:23][C:24]([CH3:26])=[CH2:25])([C:17]5[CH:22]=[CH:21][CH:20]=[CH:19][CH:18]=5)[O:13][C:12]4=[O:27])[CH2:10][CH2:9]3)=[CH:4][CH:3]=2)[CH:33]=[CH:32][N:31]=1. (6) Given the reactants CC[C@@H]1[C@@H]2C[C@H]([C@@H](OC3C4C(=CC=CC=4)C(O[C@@H](C4C=CN=C5C=4C=C(OC)C=C5)[C@@H]4N5C[C@H](CC)[C@@H](CC5)C4)=NN=3)C3C=CN=C4C=3C=C([O:22]C)C=C4)N(CC2)C1.[N+:59]([C:62]1[CH:76]=[CH:75][C:65]([C:66]([O:68][CH2:69][CH2:70][CH2:71]CC=C)=[O:67])=[CH:64][CH:63]=1)([O-:61])=[O:60].[C:77]([OH:81])(C)([CH3:79])[CH3:78].O, predict the reaction product. The product is: [N+:59]([C:62]1[CH:76]=[CH:75][C:65]([C:66]([O:68][CH2:69][CH2:70][CH2:71][CH2:78][C@@H:77]([OH:81])[CH2:79][OH:22])=[O:67])=[CH:64][CH:63]=1)([O-:61])=[O:60]. (7) Given the reactants [S:1]1[CH:5]=[CH:4][CH:3]=[C:2]1[C:6](Cl)=[O:7].C[Si]([C:13]([Si](C)(C)C)(C([O-])=O)[C:14]([O-:16])=[O:15])(C)C.[Li][CH2:25][CH2:26][CH2:27]C.[C:29]([OH:35])([C:31](F)(F)F)=[O:30], predict the reaction product. The product is: [O:7]=[C:6]([C:2]1[S:1][CH:5]=[CH:4][CH:3]=1)[CH2:13][C:14]([OH:16])=[O:15].[CH3:27][C:26]1([CH3:25])[O:35][C:29](=[O:30])[CH:31]=[C:6]([C:2]2[S:1][CH:5]=[CH:4][CH:3]=2)[O:7]1.